This data is from Forward reaction prediction with 1.9M reactions from USPTO patents (1976-2016). The task is: Predict the product of the given reaction. (1) The product is: [CH:36]([NH:37][C:3](=[O:23])[C:4]1[CH:9]=[CH:8][C:7]([O:10][CH2:11][C:12]2[C:13]([C:17]3[CH:18]=[CH:19][CH:20]=[CH:21][CH:22]=3)=[N:14][O:15][CH:16]=2)=[N:6][CH:5]=1)([CH3:41])[CH3:35]. Given the reactants CO[C:3](=[O:23])[C:4]1[CH:9]=[CH:8][C:7]([O:10][CH2:11][C:12]2[C:13]([C:17]3[CH:22]=[CH:21][CH:20]=[CH:19][CH:18]=3)=[N:14][O:15][CH:16]=2)=[N:6][CH:5]=1.COC(=O)C1C=CC(OC[C:35]2[C:36]([C:41]3C=CC=CC=3F)=[N:37]OC=2C)=NC=1.C(N)(C)C, predict the reaction product. (2) Given the reactants [H-].[Na+].[CH:3]1([OH:8])[CH2:7][CH2:6][CH2:5][CH2:4]1.Br[C:10]1[C:15]([O:16][CH3:17])=[CH:14][CH:13]=[C:12]([I:18])[N:11]=1, predict the reaction product. The product is: [CH:3]1([O:8][C:10]2[C:15]([O:16][CH3:17])=[CH:14][CH:13]=[C:12]([I:18])[N:11]=2)[CH2:7][CH2:6][CH2:5][CH2:4]1.